This data is from Forward reaction prediction with 1.9M reactions from USPTO patents (1976-2016). The task is: Predict the product of the given reaction. Given the reactants Br[C:2]1[C:6]2=[N:7][CH:8]=[CH:9][CH:10]=[C:5]2[N:4]([CH2:11][CH3:12])[N:3]=1.[OH:13][C:14]1[CH:19]=[CH:18][C:17](B(O)O)=[CH:16][CH:15]=1.C([O-])([O-])=O.[Na+].[Na+].COCCOC, predict the reaction product. The product is: [CH2:11]([N:4]1[C:5]2[C:6](=[N:7][CH:8]=[CH:9][CH:10]=2)[C:2]([C:17]2[CH:18]=[CH:19][C:14]([OH:13])=[CH:15][CH:16]=2)=[N:3]1)[CH3:12].